The task is: Predict the product of the given reaction.. This data is from Forward reaction prediction with 1.9M reactions from USPTO patents (1976-2016). (1) Given the reactants [C:1]([C:5]1[CH:14]=[CH:13][C:8]2[NH:9][C:10](=[O:12])[O:11][C:7]=2[CH:6]=1)(=[O:4])[CH2:2][CH3:3].C(=O)([O-])[O-].[K+].[K+].[CH2:21](Br)[C:22]1[CH:27]=[CH:26][CH:25]=[CH:24][CH:23]=1, predict the reaction product. The product is: [CH2:21]([N:9]1[C:8]2[CH:13]=[CH:14][C:5]([C:1](=[O:4])[CH2:2][CH3:3])=[CH:6][C:7]=2[O:11][C:10]1=[O:12])[C:22]1[CH:27]=[CH:26][CH:25]=[CH:24][CH:23]=1. (2) Given the reactants [C:1]([C:3]1[CH:8]=[CH:7][CH:6]=[CH:5][C:4]=1[N:9]1[CH2:14][CH2:13][NH:12][CH2:11][CH2:10]1)#[N:2].Br[CH2:16][CH2:17][CH2:18][CH2:19][CH2:20][C:21]([O:23][CH2:24][CH3:25])=[O:22], predict the reaction product. The product is: [C:1]([C:3]1[CH:8]=[CH:7][CH:6]=[CH:5][C:4]=1[N:9]1[CH2:14][CH2:13][N:12]([CH2:16][CH2:17][CH2:18][CH2:19][CH2:20][C:21]([O:23][CH2:24][CH3:25])=[O:22])[CH2:11][CH2:10]1)#[N:2]. (3) Given the reactants C([NH:18][C@H:19]([C:24]([NH:26][C@@H:27]([CH2:35][OH:36])[CH2:28][C:29]1[CH:34]=[CH:33][CH:32]=[CH:31][CH:30]=1)=[O:25])[C@H:20]([CH2:22][CH3:23])[CH3:21])(OCC1C2C(=CC=CC=2)C2C1=CC=CC=2)=O.[CH:37]1[C:49]2[CH:48]([CH2:50][O:51][C:52]([NH:54][C@H:55]([C:60](O)=[O:61])[CH2:56][CH:57]([CH3:59])[CH3:58])=[O:53])[C:47]3[C:42](=[CH:43][CH:44]=[CH:45][CH:46]=3)[C:41]=2[CH:40]=[CH:39][CH:38]=1.C1CCC(N=C=NC2CCCCC2)CC1.C1C=CC2N(O)N=NC=2C=1, predict the reaction product. The product is: [C:52]([NH:54][C@H:55]([C:60]([NH:18][C@H:19]([C:24]([NH:26][C@@H:27]([CH2:35][OH:36])[CH2:28][C:29]1[CH:30]=[CH:31][CH:32]=[CH:33][CH:34]=1)=[O:25])[C@H:20]([CH2:22][CH3:23])[CH3:21])=[O:61])[CH2:56][CH:57]([CH3:59])[CH3:58])([O:51][CH2:50][CH:48]1[C:47]2[C:42](=[CH:43][CH:44]=[CH:45][CH:46]=2)[C:41]2[C:49]1=[CH:37][CH:38]=[CH:39][CH:40]=2)=[O:53]. (4) Given the reactants [O:1]1[CH:5]=[CH:4][C:3]([C:6]2[O:10][N:9]=[C:8]([C:11]([O:13]CC)=[O:12])[N:7]=2)=[N:2]1.[OH-].[Na+], predict the reaction product. The product is: [O:1]1[CH:5]=[CH:4][C:3]([C:6]2[O:10][N:9]=[C:8]([C:11]([OH:13])=[O:12])[N:7]=2)=[N:2]1.